Task: Predict the reaction yield, written as a fraction of the theoretical maximum amount of product (1.0 means a 100% yield; for example, 0.34 means a 34% yield).. Dataset: Reaction yield outcomes from USPTO patents with 853,638 reactions (1) The reactants are [NH:1]([C:5]1[CH:11]=[CH:10][C:8]([OH:9])=[CH:7][CH:6]=1)[C:2]([CH3:4])=[O:3].C([O-])([O-])=O.[K+].[K+].Br[CH2:19][C:20]([O:22][CH2:23][CH3:24])=[O:21]. The catalyst is CC(C)=O. The yield is 0.800. The product is [CH2:23]([O:22][C:20](=[O:21])[CH2:19][O:9][C:8]1[CH:10]=[CH:11][C:5]([NH:1][C:2](=[O:3])[CH3:4])=[CH:6][CH:7]=1)[CH3:24]. (2) The reactants are [C:1]([N:4]1[C:13]2[C:8](=[CH:9][C:10]([C:14]([O:16]CC)=[O:15])=[CH:11][CH:12]=2)[CH:7]([NH:19][C:20]([O:22][CH2:23][C:24]2[CH:29]=[CH:28][CH:27]=[CH:26][CH:25]=2)=[O:21])[CH:6]([CH3:30])[CH:5]1[CH:31]1[CH2:33][CH2:32]1)(=[O:3])[CH3:2].[OH-].[Li+].Cl. The catalyst is C(O)C.CO. The product is [C:1]([N:4]1[C:13]2[C:8](=[CH:9][C:10]([C:14]([OH:16])=[O:15])=[CH:11][CH:12]=2)[CH:7]([NH:19][C:20]([O:22][CH2:23][C:24]2[CH:29]=[CH:28][CH:27]=[CH:26][CH:25]=2)=[O:21])[CH:6]([CH3:30])[CH:5]1[CH:31]1[CH2:32][CH2:33]1)(=[O:3])[CH3:2]. The yield is 0.790. (3) The reactants are [Br:1][C:2]1[CH:3]=[C:4]([NH:9][C:10]([C:13]2[C:17]([NH:18][CH2:19][CH2:20][O:21][CH3:22])=[N:16][O:15][N:14]=2)=[N:11][OH:12])[CH:5]=[CH:6][C:7]=1[F:8].[C:23](N1C=CN=C1)(N1C=CN=C1)=[O:24]. The catalyst is C(OCC)(=O)C. The product is [Br:1][C:2]1[CH:3]=[C:4]([N:9]2[C:23](=[O:24])[O:12][N:11]=[C:10]2[C:13]2[C:17]([NH:18][CH2:19][CH2:20][O:21][CH3:22])=[N:16][O:15][N:14]=2)[CH:5]=[CH:6][C:7]=1[F:8]. The yield is 0.980.